Dataset: Forward reaction prediction with 1.9M reactions from USPTO patents (1976-2016). Task: Predict the product of the given reaction. (1) Given the reactants [OH:1][B:2]1[C:6]2[CH:7]=[C:8]([NH:11][S:12]([C:15]3[CH:20]=[CH:19][C:18]([O:21]C)=[CH:17][C:16]=3[CH2:23][CH2:24][OH:25])(=[O:14])=[O:13])[CH:9]=[CH:10][C:5]=2[CH2:4][O:3]1.B(Br)(Br)Br, predict the reaction product. The product is: [OH:21][C:18]1[CH:19]=[CH:20][C:15]([S:12]([NH:11][C:8]2[CH:9]=[CH:10][C:5]3[CH2:4][O:3][B:2]([OH:1])[C:6]=3[CH:7]=2)(=[O:13])=[O:14])=[C:16]([CH2:23][CH2:24][OH:25])[CH:17]=1. (2) Given the reactants C([N:3]([CH2:6]C)CC)C.C1C=CC(P(N=[N+]=[N-])(C2C=CC=CC=2)=[O:15])=CC=1.[Br:25][C:26]1[CH:27]=[N:28][CH:29]=[C:30]([CH:34]=1)C(O)=O.[CH3:35][C:36]([OH:39])([CH3:38])[CH3:37], predict the reaction product. The product is: [Br:25][C:26]1[CH:34]=[C:30]([NH:3][C:6](=[O:15])[O:39][C:36]([CH3:38])([CH3:37])[CH3:35])[CH:29]=[N:28][CH:27]=1. (3) Given the reactants [C:1]([O:5][C:6]([N:8]1[CH2:15][CH2:14][CH2:13][C@H:9]1[C:10]([OH:12])=O)=[O:7])([CH3:4])([CH3:3])[CH3:2].[CH2:16]([NH2:20])[CH2:17][CH2:18][CH3:19], predict the reaction product. The product is: [CH2:16]([NH:20][C:10](=[O:12])[C@@H:9]1[CH2:13][CH2:14][CH2:15][N:8]1[C:6]([O:5][C:1]([CH3:2])([CH3:3])[CH3:4])=[O:7])[CH2:17][CH2:18][CH3:19]. (4) Given the reactants CO.[Cl:3][C:4]1[CH:5]=[CH:6][C:7]([N:34]2[CH:38]=[N:37][N:36]=[N:35]2)=[C:8]([C:10]2[CH:18]=[C:17]3[N:13]([CH:14]([C:19]4[NH:20][C:21]([C:24]5[CH:31]=[CH:30][C:27]([C:28]#[N:29])=[C:26](F)[CH:25]=5)=[CH:22][N:23]=4)[CH2:15][CH2:16]3)[C:12](=[O:33])[CH:11]=2)[CH:9]=1.O.[NH2:40][NH2:41], predict the reaction product. The product is: [NH2:29][C:28]1[C:27]2[C:26](=[CH:25][C:24]([C:21]3[NH:20][C:19]([CH:14]4[N:13]5[C:17](=[CH:18][C:10]([C:8]6[CH:9]=[C:4]([Cl:3])[CH:5]=[CH:6][C:7]=6[N:34]6[CH:38]=[N:37][N:36]=[N:35]6)=[CH:11][C:12]5=[O:33])[CH2:16][CH2:15]4)=[N:23][CH:22]=3)=[CH:31][CH:30]=2)[NH:41][N:40]=1. (5) The product is: [C:25]([C:22]1[CH:23]=[CH:24][C:19]([CH2:18][N:10]2[CH:9]=[C:6]3[C:7](=[O:8])[N:2]([CH3:1])[C:3]4[N:4]([CH2:12][C:13]([CH3:16])([CH3:15])[N:14]=4)[C:5]3=[N:11]2)=[CH:20][CH:21]=1)(=[O:27])[CH3:26]. Given the reactants [CH3:1][N:2]1[C:7](=[O:8])[C:6]2=[CH:9][NH:10][N:11]=[C:5]2[N:4]2[CH2:12][C:13]([CH3:16])([CH3:15])[N:14]=[C:3]12.Br[CH2:18][C:19]1[CH:24]=[CH:23][C:22]([C:25](=[O:27])[CH3:26])=[CH:21][CH:20]=1.C([O-])([O-])=O.[K+].[K+], predict the reaction product. (6) Given the reactants [CH3:1][C:2]1[N:7]=[CH:6][C:5]([C:8]2[CH:17]=[CH:16][CH:15]=[CH:14][C:9]=2[C:10]([O:12][CH3:13])=[O:11])=[CH:4][CH:3]=1.[Br:18]N1C(=O)CCC1=O.N(C(C)(C)C#N)=NC(C)(C)C#N, predict the reaction product. The product is: [Br:18][CH2:1][C:2]1[N:7]=[CH:6][C:5]([C:8]2[CH:17]=[CH:16][CH:15]=[CH:14][C:9]=2[C:10]([O:12][CH3:13])=[O:11])=[CH:4][CH:3]=1. (7) The product is: [Cl:18][C:19]1[C:20]([C:2]2[CH:3]=[CH:4][CH:5]=[C:6]([NH:8][CH2:9][C:10]3([C:16]#[N:17])[CH2:15][CH2:14][O:13][CH2:12][CH2:11]3)[N:7]=2)=[CH:21][C:22]([F:25])=[N:23][CH:24]=1. Given the reactants Br[C:2]1[N:7]=[C:6]([NH:8][CH2:9][C:10]2([C:16]#[N:17])[CH2:15][CH2:14][O:13][CH2:12][CH2:11]2)[CH:5]=[CH:4][CH:3]=1.[Cl:18][C:19]1[C:20](B(O)O)=[CH:21][C:22]([F:25])=[N:23][CH:24]=1.C(Cl)Cl, predict the reaction product. (8) Given the reactants Br[C:2]1[CH:7]=[C:6]([C:8]([F:11])([F:10])[F:9])[CH:5]=[C:4]([N+:12]([O-:14])=[O:13])[CH:3]=1.[CH3:15][C:16]1[N:17]=[CH:18][NH:19][CH:20]=1.C(=O)([O-])[O-].[K+].[K+].C(N)CN, predict the reaction product. The product is: [CH3:15][C:16]1[N:17]=[CH:18][N:19]([C:2]2[CH:7]=[C:6]([C:8]([F:11])([F:10])[F:9])[CH:5]=[C:4]([N+:12]([O-:14])=[O:13])[CH:3]=2)[CH:20]=1. (9) Given the reactants [BH4-].[Na+].[Cl:3][C:4]1[CH:18]=[C:17]([Cl:19])[CH:16]=[CH:15][C:5]=1[O:6][C:7]1[CH:14]=[CH:13][CH:12]=[CH:11][C:8]=1[CH:9]=[O:10].S([O-])(O)(=O)=O.[Na+].C(OCC)(=O)C, predict the reaction product. The product is: [Cl:3][C:4]1[CH:18]=[C:17]([Cl:19])[CH:16]=[CH:15][C:5]=1[O:6][C:7]1[CH:14]=[CH:13][CH:12]=[CH:11][C:8]=1[CH2:9][OH:10].